This data is from Reaction yield outcomes from USPTO patents with 853,638 reactions. The task is: Predict the reaction yield, written as a fraction of the theoretical maximum amount of product (1.0 means a 100% yield; for example, 0.34 means a 34% yield). (1) The reactants are [C:1]([O:5][C:6](=[O:36])[NH:7][C:8]1([C:12]2[CH:17]=[CH:16][C:15](C3C(=O)C4C(=CC=C(F)C=4)OC=3C3C=CC=CC=3)=[CH:14][CH:13]=2)[CH2:11][CH2:10][CH2:9]1)([CH3:4])([CH3:3])[CH3:2].I[C:38]1[C:39](=[O:56])[C:40]2[C:41]([O:48][C:49]=1[C:50]1[CH:55]=[CH:54][CH:53]=[CH:52][CH:51]=1)=[N:42][C:43]([O:46][CH3:47])=[CH:44][CH:45]=2. No catalyst specified. The product is [C:1]([O:5][C:6](=[O:36])[NH:7][C:8]1([C:12]2[CH:13]=[CH:14][C:15]([C:38]3[C:39](=[O:56])[C:40]4[C:41]([O:48][C:49]=3[C:50]3[CH:55]=[CH:54][CH:53]=[CH:52][CH:51]=3)=[N:42][C:43]([O:46][CH3:47])=[CH:44][CH:45]=4)=[CH:16][CH:17]=2)[CH2:9][CH2:10][CH2:11]1)([CH3:4])([CH3:2])[CH3:3]. The yield is 0.760. (2) The reactants are C([O:8][C:9](=[O:32])[C@@H:10]([C:28]([CH3:31])([CH3:30])[CH3:29])[N:11]([CH2:23][CH2:24][CH:25]([CH3:27])[CH3:26])[S:12]([C:15]1[CH:20]=[CH:19][CH:18]=[C:17]([O:21][CH3:22])[CH:16]=1)(=[O:14])=[O:13])C1C=CC=CC=1.[H][H]. The catalyst is CO.[Pd]. The product is [CH2:23]([N:11]([S:12]([C:15]1[CH:20]=[CH:19][CH:18]=[C:17]([O:21][CH3:22])[CH:16]=1)(=[O:13])=[O:14])[C@@H:10]([C:9]([OH:32])=[O:8])[C:28]([CH3:29])([CH3:30])[CH3:31])[CH2:24][CH:25]([CH3:26])[CH3:27]. The yield is 0.990.